This data is from TCR-epitope binding with 47,182 pairs between 192 epitopes and 23,139 TCRs. The task is: Binary Classification. Given a T-cell receptor sequence (or CDR3 region) and an epitope sequence, predict whether binding occurs between them. The epitope is MLNIPSINV. The TCR CDR3 sequence is CATSTGSYGYTF. Result: 0 (the TCR does not bind to the epitope).